Dataset: Full USPTO retrosynthesis dataset with 1.9M reactions from patents (1976-2016). Task: Predict the reactants needed to synthesize the given product. (1) Given the product [C:1]1([NH:7][C:8](=[O:23])[CH:9]([C:17]2[S:21][N:20]=[C:19]([CH3:22])[N:18]=2)[CH2:10][CH2:11][CH2:12][CH2:13][CH2:14][C:15](=[S:24])[NH2:16])[CH:6]=[CH:5][CH:4]=[CH:3][CH:2]=1, predict the reactants needed to synthesize it. The reactants are: [C:1]1([NH:7][C:8](=[O:23])[CH:9]([C:17]2[S:21][N:20]=[C:19]([CH3:22])[N:18]=2)[CH2:10][CH2:11][CH2:12][CH2:13][CH2:14][C:15]#[N:16])[CH:6]=[CH:5][CH:4]=[CH:3][CH:2]=1.[SH2:24]. (2) The reactants are: [CH3:1][N:2]1[CH:6]=[C:5]([C:7]2[CH:8]=[C:9]3[C:14](=[CH:15][CH:16]=2)[N:13]([C:17]2[C:21]4[CH2:22][NH:23][CH2:24][CH2:25][C:20]=4[N:19]([CH:26]4[CH2:31][CH2:30][O:29][CH2:28][CH2:27]4)[N:18]=2)[CH2:12][CH2:11][CH2:10]3)[CH:4]=[N:3]1.Br[C:33]1[S:34][C:35]([CH3:38])=[N:36][N:37]=1.C(O[Na])(C)(C)C.O1CCOCC1. Given the product [CH3:38][C:35]1[S:34][C:33]([N:23]2[CH2:24][CH2:25][C:20]3[N:19]([CH:26]4[CH2:31][CH2:30][O:29][CH2:28][CH2:27]4)[N:18]=[C:17]([N:13]4[C:14]5[C:9](=[CH:8][C:7]([C:5]6[CH:4]=[N:3][N:2]([CH3:1])[CH:6]=6)=[CH:16][CH:15]=5)[CH2:10][CH2:11][CH2:12]4)[C:21]=3[CH2:22]2)=[N:37][N:36]=1, predict the reactants needed to synthesize it. (3) Given the product [CH:1]([N:4]1[CH2:9][CH2:8][CH:7]([O:10][C:11]2[CH:16]=[CH:15][C:14]([C:17]3([C:23]([N:44]([CH3:45])[CH3:43])=[O:24])[CH2:18][CH2:19][O:20][CH2:21][CH2:22]3)=[CH:13][CH:12]=2)[CH2:6][CH2:5]1)([CH3:3])[CH3:2], predict the reactants needed to synthesize it. The reactants are: [CH:1]([N:4]1[CH2:9][CH2:8][CH:7]([O:10][C:11]2[CH:16]=[CH:15][C:14]([C:17]3([C:23](O)=[O:24])[CH2:22][CH2:21][O:20][CH2:19][CH2:18]3)=[CH:13][CH:12]=2)[CH2:6][CH2:5]1)([CH3:3])[CH3:2].F[P-](F)(F)(F)(F)F.N1(O[C:43](N(C)C)=[N+:44](C)[CH3:45])C2C=CC=CC=2N=N1.Cl.CNC.N1C=CC=CC=1.CNC. (4) The reactants are: [H-].[Na+].Cl.[CH2:4]([N:11]1[C@H:15]([CH2:16]Cl)[CH2:14][CH2:13][C@@H:12]1[CH2:18]Cl)[C:5]1[CH:10]=[CH:9][CH:8]=[CH:7][CH:6]=1.[CH3:20][O:21][C:22]1[CH:23]=[C:24]([CH2:28][C:29]#[N:30])[CH:25]=[CH:26][CH:27]=1.O. Given the product [CH2:4]([N:11]1[CH:15]2[CH2:14][CH2:13][CH:12]1[CH2:18][C:28]([C:24]1[CH:25]=[CH:26][CH:27]=[C:22]([O:21][CH3:20])[CH:23]=1)([C:29]#[N:30])[CH2:16]2)[C:5]1[CH:10]=[CH:9][CH:8]=[CH:7][CH:6]=1, predict the reactants needed to synthesize it. (5) Given the product [OH:47][C:40]1[C:39]([CH2:38][NH:37][C:11]([C:10]2[C:9]3[C:4](=[CH:5][CH:6]=[CH:7][CH:8]=3)[N:3]([C:14]3[CH:15]=[CH:16][CH:17]=[CH:18][CH:19]=3)[C:2]=2[CH3:1])=[O:12])=[C:44]([CH3:45])[CH:43]=[C:42]([CH3:46])[N:41]=1, predict the reactants needed to synthesize it. The reactants are: [CH3:1][C:2]1[N:3]([C:14]2[CH:19]=[CH:18][CH:17]=[CH:16][CH:15]=2)[C:4]2[C:9]([C:10]=1[C:11](O)=[O:12])=[CH:8][CH:7]=[CH:6][CH:5]=2.N1(O)C2C=CC=CC=2N=N1.C(N(CC)CC)C.[NH2:37][CH2:38][C:39]1[C:40]([OH:47])=[N:41][C:42]([CH3:46])=[CH:43][C:44]=1[CH3:45]. (6) The reactants are: [Cl:1][C:2]1[C:3](O)=[C:4]([CH:8]=[CH:9][CH:10]=1)[C:5]([OH:7])=[O:6].[C:12](=O)([O-])[O-].[K+].[K+].CI.CN(C)[CH:22]=[O:23]. Given the product [Cl:1][C:2]1[C:3]([O:23][CH3:22])=[C:4]([CH:8]=[CH:9][CH:10]=1)[C:5]([O:7][CH3:12])=[O:6], predict the reactants needed to synthesize it.